Dataset: Forward reaction prediction with 1.9M reactions from USPTO patents (1976-2016). Task: Predict the product of the given reaction. Given the reactants [C-:1]#[N:2].[Na+].[C:4]([C:8]1[O:9][CH:10]=[C:11]([CH2:13]Cl)[N:12]=1)([CH3:7])([CH3:6])[CH3:5].[OH-].[Na+], predict the reaction product. The product is: [C:4]([C:8]1[O:9][CH:10]=[C:11]([CH2:13][C:1]#[N:2])[N:12]=1)([CH3:7])([CH3:6])[CH3:5].